The task is: Predict which catalyst facilitates the given reaction.. This data is from Catalyst prediction with 721,799 reactions and 888 catalyst types from USPTO. (1) Reactant: [CH3:1][O:2][C:3]([C:5]1[CH:6]=[CH:7][C:8]2[CH2:14][CH2:13][CH2:12][CH:11]([N:15]([CH2:23][C:24]3[CH:29]=[CH:28][CH:27]=[CH:26][CH:25]=3)C(OC(C)(C)C)=O)[CH2:10][C:9]=2[CH:30]=1)=[O:4].FC(F)(F)C(O)=O. Product: [CH3:1][O:2][C:3]([C:5]1[CH:6]=[CH:7][C:8]2[CH2:14][CH2:13][CH2:12][CH:11]([NH:15][CH2:23][C:24]3[CH:25]=[CH:26][CH:27]=[CH:28][CH:29]=3)[CH2:10][C:9]=2[CH:30]=1)=[O:4]. The catalyst class is: 4. (2) Reactant: C[O:2][C:3]([C:5]1[CH:9]=[C:8]([C:10]2[N:11]=[C:12](Cl)[C:13]3[C:14](=[CH:16][N:17](CC4C=CC(OC)=CC=4)[N:18]=3)[N:15]=2)[S:7][CH:6]=1)=[O:4].[CH3:29][N:30]1[CH2:35][CH2:34][N:33]([C:36]2[CH:42]=[CH:41][C:39]([NH2:40])=[CH:38][CH:37]=2)[CH2:32][CH2:31]1.Cl. Product: [CH3:29][N:30]1[CH2:31][CH2:32][N:33]([C:36]2[CH:42]=[CH:41][C:39]([NH:40][C:12]3[C:13]4[NH:18][N:17]=[CH:16][C:14]=4[N:15]=[C:10]([C:8]4[S:7][CH:6]=[C:5]([C:3]([OH:2])=[O:4])[CH:9]=4)[N:11]=3)=[CH:38][CH:37]=2)[CH2:34][CH2:35]1. The catalyst class is: 71. (3) The catalyst class is: 5. Product: [NH2:17][C:16]1[C:3]2[CH:4]=[N:5][C:6]3[CH:7]=[C:8]([O:14][CH3:15])[C:9]([O:12][CH3:13])=[CH:10][C:11]=3[C:2]=2[S:1][C:19]=1[C:20](=[O:22])[CH3:21]. Reactant: [SH:1][C:2]1[C:11]2[C:6](=[CH:7][C:8]([O:14][CH3:15])=[C:9]([O:12][CH3:13])[CH:10]=2)[N:5]=[CH:4][C:3]=1[C:16]#[N:17].Cl[CH2:19][C:20](=[O:22])[CH3:21].[OH-].[Na+]. (4) Reactant: [CH3:1][N:2]([CH3:15])[CH:3]([CH3:14])[CH2:4][CH2:5][O:6][C:7]1[CH:8]=[CH:9][C:10]([Cl:13])=[N:11][CH:12]=1.O.[C:17]1([CH3:27])[CH:22]=[CH:21][C:20]([S:23]([OH:26])(=[O:25])=[O:24])=[CH:19][CH:18]=1.[CH2:28](OCC)C. Product: [C:17]1([CH3:27])[CH:18]=[CH:19][C:20]([S:23]([OH:26])(=[O:24])=[O:25])=[CH:21][CH:22]=1.[CH3:15][N:2]([CH3:1])[CH:3]([CH3:14])[CH2:4][CH2:5][O:6][C:7]1[CH:8]=[C:9]([CH3:28])[C:10]([Cl:13])=[N:11][CH:12]=1. The catalyst class is: 13. (5) The catalyst class is: 16. Reactant: B([O-])([O-])[O-].[Si+4].B([O-])([O-])[O-].B([O-])([O-])[O-].B([O-])([O-])[O-].[Si+4].[Si+4].[F:20][C:21]([F:50])([F:49])[CH2:22][C:23]([NH:25][CH2:26][C:27]1[CH:32]=[CH:31][C:30](/[CH:33]=[CH:34]/[CH:35]([C:40]2[CH:45]=[C:44]([Cl:46])[C:43]([Cl:47])=[C:42]([Cl:48])[CH:41]=2)[C:36]([F:39])([F:38])[F:37])=[CH:29][CH:28]=1)=[O:24]. Product: [F:49][C:21]([F:20])([F:50])[CH2:22][C:23]([NH:25][CH2:26][C:27]1[CH:32]=[CH:31][C:30](/[CH:33]=[CH:34]\[CH:35]([C:40]2[CH:41]=[C:42]([Cl:48])[C:43]([Cl:47])=[C:44]([Cl:46])[CH:45]=2)[C:36]([F:37])([F:38])[F:39])=[CH:29][CH:28]=1)=[O:24]. (6) Reactant: [C:1]1([N:7]2[C:12](=[O:13])[C:11]3[S:14][CH:15]=[C:16]([C:17]4[CH:22]=[CH:21][CH:20]=[CH:19][CH:18]=4)[C:10]=3[N:9]=[CH:8]2)[CH:6]=[CH:5][CH:4]=[CH:3][CH:2]=1.[NH2:23][C:24]1C(C2C=CC=CC=2)=CSC=1C(OC)=O.C(OCC)(OCC)OCC.NC1C=CC(C#N)=CC=1. Product: [O:13]=[C:12]1[N:7]([C:1]2[CH:6]=[CH:5][C:4]([C:24]#[N:23])=[CH:3][CH:2]=2)[CH:8]=[N:9][C:10]2[C:16]([C:17]3[CH:18]=[CH:19][CH:20]=[CH:21][CH:22]=3)=[CH:15][S:14][C:11]1=2. The catalyst class is: 15. (7) The catalyst class is: 4. Product: [C:4]([C:19]1[CH:20]=[CH:22][C:24]([O:27][CH2:28][C@@H:29]2[CH2:12][O:13]2)=[CH:25][CH:15]=1)([CH3:7])([CH3:6])[CH3:5]. Reactant: [Si](Cl)([C:4]([CH3:7])([CH3:6])[CH3:5])(C)C.CN([CH:12]=[O:13])C.N1C=CN=[CH:15]1.[CH2:19]1O[C@@H:20]1[CH2:22]O.[C:24]([O:27][CH2:28][CH3:29])(=O)[CH3:25]. (8) Reactant: [C:1]([O-:4])(=[O:3])C.[O:5]=[C:6]1[C@@H:9]([NH3+:10])[CH2:8][NH:7]1.CCN(C(C)C)C(C)C.[I:20][C:21]1[CH:26]=[CH:25][C:24]([C:27]2C=CN(C([O-])=O)C(=O)C=2C)=[CH:23][CH:22]=1. Product: [O:5]=[C:6]1[C@@H:9]([NH:10][C:1](=[O:3])[O:4][CH2:27][C:24]2[CH:25]=[CH:26][C:21]([I:20])=[CH:22][CH:23]=2)[CH2:8][NH:7]1. The catalyst class is: 2.